From a dataset of Forward reaction prediction with 1.9M reactions from USPTO patents (1976-2016). Predict the product of the given reaction. (1) Given the reactants [CH:1]1([CH2:7]Br)[CH2:6][CH2:5][CH2:4][CH2:3][CH2:2]1.[CH2:9]([CH2:11][NH2:12])[OH:10], predict the reaction product. The product is: [CH:1]1([CH2:7][NH:12][CH2:11][CH2:9][OH:10])[CH2:6][CH2:5][CH2:4][CH2:3][CH2:2]1. (2) Given the reactants [Mn]([O-])(=O)(=O)=[O:2].[K+].[CH:7]1([O:12][C:13]2[CH:14]=[C:15]([CH:18]=[CH:19][C:20]=2[O:21][CH3:22])[CH:16]=[O:17])[CH2:11][CH2:10][CH2:9][CH2:8]1.Cl, predict the reaction product. The product is: [CH:7]1([O:12][C:13]2[CH:14]=[C:15]([CH:18]=[CH:19][C:20]=2[O:21][CH3:22])[C:16]([OH:2])=[O:17])[CH2:8][CH2:9][CH2:10][CH2:11]1. (3) Given the reactants F[C:2]1[CH:7]=[C:6]([Br:8])[CH:5]=[CH:4][C:3]=1[N+:9]([O-])=O.C(=O)([O-])[O-].[K+].[K+].[NH2:18][C:19]1[CH:24]=[CH:23][CH:22]=[CH:21][CH:20]=1, predict the reaction product. The product is: [Br:8][C:6]1[CH:7]=[C:2]([NH:18][C:19]2[CH:24]=[CH:23][CH:22]=[CH:21][CH:20]=2)[C:3]([NH2:9])=[CH:4][CH:5]=1. (4) Given the reactants [Cl:1][C:2]1[CH:3]=[C:4]([N:10]2[C:14]([CH3:15])=[C:13]([O:16][C:17]3[CH:25]=[CH:24][C:20]([C:21](O)=[O:22])=[CH:19][CH:18]=3)[C:12]([CH3:26])=[N:11]2)[CH:5]=[CH:6][C:7]=1[C:8]#[N:9].[CH3:27][NH:28][C:29]([CH3:32])([CH3:31])[CH3:30], predict the reaction product. The product is: [C:29]([N:28]([CH3:27])[C:21](=[O:22])[C:20]1[CH:19]=[CH:18][C:17]([O:16][C:13]2[C:12]([CH3:26])=[N:11][N:10]([C:4]3[CH:5]=[CH:6][C:7]([C:8]#[N:9])=[C:2]([Cl:1])[CH:3]=3)[C:14]=2[CH3:15])=[CH:25][CH:24]=1)([CH3:32])([CH3:31])[CH3:30]. (5) Given the reactants [CH2:1]([O:8][C:9](=[O:18])[CH:10]([C:12]1[CH:17]=[CH:16][CH:15]=[CH:14][CH:13]=1)[CH3:11])[C:2]1[CH:7]=[CH:6][CH:5]=[CH:4][CH:3]=1.C[Si](C)(C)[N-][Si](C)(C)C.[Li+].O1[CH2:33][CH2:32][CH2:31][CH2:30]1, predict the reaction product. The product is: [CH3:11][C:10]([C:12]1[CH:17]=[CH:16][CH:15]=[CH:14][CH:13]=1)([CH2:30]/[CH:31]=[CH:32]/[CH2:33][C:2]([CH3:7])([CH3:3])[CH3:1])[C:9]([O:8][CH2:1][C:2]1[CH:3]=[CH:4][CH:5]=[CH:6][CH:7]=1)=[O:18]. (6) Given the reactants [CH3:1][O-:2].[Na+].[Cl:4][C:5]1[N:10]=[C:9]([C:11]([O:13][CH3:14])=[O:12])[CH:8]=[C:7](Cl)[N:6]=1, predict the reaction product. The product is: [Cl:4][C:5]1[N:10]=[C:9]([C:11]([O:13][CH3:14])=[O:12])[CH:8]=[C:7]([O:2][CH3:1])[N:6]=1. (7) Given the reactants Cl[C:2]1[CH:7]=[C:6]([NH:8][C:9]2[CH:14]=[CH:13][C:12]([CH2:15][C:16]([O:18]CC)=[O:17])=[CH:11][CH:10]=2)[CH:5]=[C:4]([C:21]([F:24])([F:23])[F:22])[N:3]=1.[C:25]1(B(O)O)[CH2:29][CH2:28][CH2:27][CH:26]=1, predict the reaction product. The product is: [C:25]1([C:2]2[CH:7]=[C:6]([NH:8][C:9]3[CH:14]=[CH:13][C:12]([CH2:15][C:16]([OH:18])=[O:17])=[CH:11][CH:10]=3)[CH:5]=[C:4]([C:21]([F:23])([F:24])[F:22])[N:3]=2)[CH2:29][CH2:28][CH2:27][CH:26]=1. (8) Given the reactants Br[C:2]1[CH:3]=[CH:4][CH:5]=[C:6]2[C:10]=1[NH:9][C:8]([C:11]([O:13][CH2:14][CH3:15])=[O:12])=[C:7]2[CH2:16][CH2:17][CH2:18][O:19][C:20]1[CH:25]=[C:24]([CH3:26])[C:23]([Cl:27])=[C:22]([CH3:28])[CH:21]=1.[CH3:29][C:30]1[CH:31]=[N:32][CH:33]=[CH:34][C:35]=1B(O)O, predict the reaction product. The product is: [Cl:27][C:23]1[C:24]([CH3:26])=[CH:25][C:20]([O:19][CH2:18][CH2:17][CH2:16][C:7]2[C:6]3[C:10](=[C:2]([C:35]4[CH:34]=[CH:33][N:32]=[CH:31][C:30]=4[CH3:29])[CH:3]=[CH:4][CH:5]=3)[NH:9][C:8]=2[C:11]([O:13][CH2:14][CH3:15])=[O:12])=[CH:21][C:22]=1[CH3:28]. (9) Given the reactants Br[C:2]1[C:3]([CH:9]2[CH2:14][CH2:13][CH2:12][CH2:11][CH2:10]2)=[C:4]([CH3:8])[CH:5]=[CH:6][CH:7]=1.[NH:15]1[CH2:20][CH2:19][CH:18]([CH2:21][CH2:22][CH2:23][CH2:24][NH:25][C:26](=[O:35])[CH2:27][CH2:28][C:29]2[CH:30]=[N:31][CH:32]=[CH:33][CH:34]=2)[CH2:17][CH2:16]1.C(=O)([O-])[O-].[K+].[K+].[I-].[Na+], predict the reaction product. The product is: [CH:9]1([CH:3]([C:2]2[CH:7]=[CH:6][CH:5]=[CH:4][CH:8]=2)[N:15]2[CH2:20][CH2:19][CH:18]([CH2:21][CH2:22][CH2:23][CH2:24][NH:25][C:26](=[O:35])[CH2:27][CH2:28][C:29]3[CH:30]=[N:31][CH:32]=[CH:33][CH:34]=3)[CH2:17][CH2:16]2)[CH2:10][CH2:11][CH2:12][CH2:13][CH2:14]1. (10) Given the reactants [CH2:1]([N:8]1[C:16]2[C:11](=[CH:12][CH:13]=[C:14]([C:17]#[N:18])[CH:15]=2)[C:10]([CH2:19][C:20]2[CH:25]=[CH:24][CH:23]=[CH:22][C:21]=2[C:26]2C=[CH:30][C:29]([O:32][CH3:33])=[CH:28][C:27]=2C=O)=[CH:9]1)[C:2]1[CH:7]=[CH:6][CH:5]=[CH:4][CH:3]=1.[C:36]([OH:42])([C:38](F)(F)F)=[O:37].[H-].[Na+].C(Br)C1C=CC=CC=1.C[N:54](C=O)C, predict the reaction product. The product is: [CH2:1]([N:8]1[C:16]2[C:11](=[CH:12][CH:13]=[C:14]([C:17](=[NH:54])[NH2:18])[CH:15]=2)[C:10]([CH2:19][C:20]2[CH:25]=[CH:24][CH:23]=[CH:22][C:21]=2[C:26]2[C:38]([C:36]([OH:42])=[O:37])=[CH:30][C:29]([O:32][CH3:33])=[CH:28][CH:27]=2)=[CH:9]1)[C:2]1[CH:3]=[CH:4][CH:5]=[CH:6][CH:7]=1.